From a dataset of Reaction yield outcomes from USPTO patents with 853,638 reactions. Predict the reaction yield, written as a fraction of the theoretical maximum amount of product (1.0 means a 100% yield; for example, 0.34 means a 34% yield). The yield is 0.280. The reactants are [Cl:1][C:2]1[CH:8]=[C:7]([O:9][C:10]2[C:19]3[C:14](=[CH:15][C:16]([O:22][CH3:23])=[C:17]([O:20][CH3:21])[CH:18]=3)[N:13]=[CH:12][N:11]=2)[CH:6]=[CH:5][C:3]=1[NH2:4].[C:24]1([CH3:30])[CH:29]=[CH:28][CH:27]=[CH:26][CH:25]=1.C(N(CC)CC)C.Cl[C:39](Cl)([O:41][C:42](=[O:48])OC(Cl)(Cl)Cl)Cl.CC1C=CC(CO)=CC=1. The catalyst is C(Cl)Cl. The product is [Cl:1][C:2]1[CH:8]=[C:7]([O:9][C:10]2[C:19]3[C:14](=[CH:15][C:16]([O:22][CH3:23])=[C:17]([O:20][CH3:21])[CH:18]=3)[N:13]=[CH:12][N:11]=2)[CH:6]=[CH:5][C:3]=1[NH:4][C:42](=[O:48])[O:41][CH2:39][C:27]1[CH:28]=[CH:29][C:24]([CH3:30])=[CH:25][CH:26]=1.